From a dataset of Full USPTO retrosynthesis dataset with 1.9M reactions from patents (1976-2016). Predict the reactants needed to synthesize the given product. (1) Given the product [F:23][C:2]([F:1])([F:22])[C:3]1[CH:4]=[C:5]([C:9]2[N:10]=[C:11]([CH:14]3[CH2:15][CH2:16][CH:17]([CH2:20][NH:21][C:24](=[O:26])[CH3:25])[CH2:18][CH2:19]3)[NH:12][CH:13]=2)[CH:6]=[CH:7][CH:8]=1, predict the reactants needed to synthesize it. The reactants are: [F:1][C:2]([F:23])([F:22])[C:3]1[CH:4]=[C:5]([C:9]2[N:10]=[C:11]([CH:14]3[CH2:19][CH2:18][CH:17]([CH2:20][NH2:21])[CH2:16][CH2:15]3)[NH:12][CH:13]=2)[CH:6]=[CH:7][CH:8]=1.[C:24](Cl)(=[O:26])[CH3:25]. (2) Given the product [Cl:32][C:33]1[CH:34]=[C:35]([NH:40][C:16]([N:13]2[CH2:14][CH2:15][N:10]3[N:9]=[CH:8][C:7]([N:3]4[CH2:4][CH2:5][CH2:6][CH:2]4[CH3:1])=[C:11]3[CH2:12]2)=[O:18])[CH:36]=[CH:37][C:38]=1[F:39], predict the reactants needed to synthesize it. The reactants are: [CH3:1][CH:2]1[CH2:6][CH2:5][CH2:4][N:3]1[C:7]1[CH:8]=[N:9][N:10]2[CH2:15][CH2:14][N:13]([C:16]([O:18]C(C)(C)C)=O)[CH2:12][C:11]=12.CCN(C(C)C)C(C)C.[Cl:32][C:33]1[CH:34]=[C:35]([NH:40]C(=O)OC2C=CC=CC=2)[CH:36]=[CH:37][C:38]=1[F:39]. (3) Given the product [Cl:27][C:24]1[CH:25]=[CH:26][C:11]([NH:10][C:31](=[O:32])[C:30]2[CH:34]=[CH:35][CH:36]=[C:37]([F:38])[C:29]=2[F:28])=[C:12]([C:13]([NH:15][CH2:16][CH:17]2[CH2:22][CH2:21][CH2:20][CH2:19][CH2:18]2)=[O:14])[CH:23]=1, predict the reactants needed to synthesize it. The reactants are: C(N(C(C)C)CC)(C)C.[NH2:10][C:11]1[CH:26]=[CH:25][C:24]([Cl:27])=[CH:23][C:12]=1[C:13]([NH:15][CH2:16][CH:17]1[CH2:22][CH2:21][CH2:20][CH2:19][CH2:18]1)=[O:14].[F:28][C:29]1[C:37]([F:38])=[CH:36][CH:35]=[CH:34][C:30]=1[C:31](Cl)=[O:32]. (4) Given the product [CH3:18][C:6]1[N:5]([CH2:4][CH:3]=[O:2])[C:9]2[C:10]([C:14]([O:16][CH3:17])=[O:15])=[CH:11][CH:12]=[CH:13][C:8]=2[N:7]=1, predict the reactants needed to synthesize it. The reactants are: C[O:2][CH:3](OC)[CH2:4][N:5]1[C:9]2[C:10]([C:14]([O:16][CH3:17])=[O:15])=[CH:11][CH:12]=[CH:13][C:8]=2[N:7]=[C:6]1[CH:18](C)C.O.FC(F)(F)C(O)=O.